Binary Classification. Given a miRNA mature sequence and a target amino acid sequence, predict their likelihood of interaction. From a dataset of Experimentally validated miRNA-target interactions with 360,000+ pairs, plus equal number of negative samples. (1) The miRNA is mmu-miR-136-5p with sequence ACUCCAUUUGUUUUGAUGAUGG. The protein sequence of the target gene is MASLWCGNLLRLGSGLSMSCLALSVLLLAQLTGAAKNFEDVRCKCICPPYKENPGHIYNKNISQKDCDCLHVVEPMPVRGPDVEAYCLRCECKYEERSSVTIKVTIIIYLSILGLLLLYMVYLTLVEPILKRRLFGHSQLLQSDDDVGDHQPFANAHDVLARSRSRANVLNKVEYAQQRWKLQVQEQRKSVFDRHVVLS. Result: 1 (interaction). (2) The miRNA is hsa-miR-520d-3p with sequence AAAGUGCUUCUCUUUGGUGGGU. The protein sequence of the target gene is MGRWALDVAFLWKAVLTLGLVLLYYCFSIGITFYNKWLTKSFHFPLFMTMLHLAVIFLFSALSRALVQCSSHRARVVLSWADYLRRVAPTALATALDVGLSNWSFLYVTVSLYTMTKSSAVLFILIFSLIFKLEELRAALVLVVLLIAGGLFMFTYKSTQFNVEGFALVLGASFIGGIRWTLTQMLLQKAELGLQNPIDTMFHLQPLMFLGLFPLFAVFEGLHLSTSEKIFRFQDTGLLLRVLGSLFLGGILAFGLGFSEFLLVSRTSSLTLSIAGIFKEVCTLLLAAHLLGDQISLLNW.... Result: 1 (interaction). (3) The miRNA is hsa-miR-3973 with sequence ACAAAGUACAGCAUUAGCCUUAG. The protein sequence of the target gene is MNDTVTIRTRKFMTNRLLQRKQMVIDVLHPGKATVPKTEIREKLAKMYKTTPDVIFVFGFRTHFGGGKTTGFGMIYDSLDYAKKNEPKHRLARHGLYEKKKTSRKQRKERKNRMKKVRGTAKANVGAGKKPKE. Result: 1 (interaction). (4) The miRNA is mmu-miR-30c-1-3p with sequence CUGGGAGAGGGUUGUUUACUCC. The protein sequence of the target gene is MASWWRAFPQAARRYPWPTNVLLYAGLFSAGDALQQRLRGGPADWRQTRRVATLAVTFHGNFNYVWLRLLERALPGRAPRTVLAKVLCDQTVGGPIALSAFYVGMSVLQGKDDIFLDLKQKFWNTYKSGLMYWPFVQLTNFSLVPVHWRTAYTGLCAFLWATFLCFSQQSGDGTLQSIFIFLRRKEASDKSPEK. Result: 0 (no interaction). (5) The miRNA is mmu-miR-181b-1-3p with sequence CUCACUGAACAAUGAAUGCAA. The protein sequence of the target gene is MASSGGGNTGAGGTSGLGLGLGLSLGMGEATGDAEEEAAAAEAVGRLATSLWLRLRGWEAVLAAAQRLLVWEKPLHSLVTAATLNGLFWLLSSSSLRPFFLLSISLLTYFLLDLWHPRFLPDVSAPPPEEPHSDSEGAGSGAQPHLLSVPELCRYLAESWLTFQIHLQELLQYKRQNPAQFCARGCAACAVLAVLGHYVPGVMISYIVLLSILLWPLVVYHELIQRMYTRLEPLLMQLDYSMKAEADALHHKHDKRKRQGKSAPPAGDEPLAETESESEAELAGFSPVVDVKKTALALAI.... Result: 0 (no interaction).